This data is from Forward reaction prediction with 1.9M reactions from USPTO patents (1976-2016). The task is: Predict the product of the given reaction. (1) Given the reactants [O:1]1[CH2:3][C@H:2]1[C:4]1[CH:5]=[CH:6][C:7]2[N:8]([N:10]=[N:11][N:12]=2)[CH:9]=1.CO.[NH4+:15], predict the reaction product. The product is: [NH2:15][CH2:3][C@@H:2]([C:4]1[CH:5]=[CH:6][C:7]2[N:8]([N:10]=[N:11][N:12]=2)[CH:9]=1)[OH:1]. (2) Given the reactants [C:1]1([CH2:7][N:8]2[CH2:13][CH2:12][C:11](=O)[CH2:10][CH2:9]2)[CH:6]=[CH:5][CH:4]=[CH:3][CH:2]=1.[CH:15]1([NH2:18])[CH2:17][CH2:16]1, predict the reaction product. The product is: [C:1]1([CH2:7][N:8]2[CH2:13][CH2:12][CH:11]([NH:18][CH:15]3[CH2:17][CH2:16]3)[CH2:10][CH2:9]2)[CH:6]=[CH:5][CH:4]=[CH:3][CH:2]=1. (3) Given the reactants [CH3:1][C:2]1[CH:3]=[N:4][N:5]([C:7]2[CH:12]=[CH:11][N:10]=[CH:9][C:8]=2[N:13]2[CH2:18][CH2:17][CH:16]([C:19]([OH:21])=O)[CH2:15][CH2:14]2)[CH:6]=1.CN(C=O)C.CN(C(ON1N=NC2[CH:38]=[CH:39][CH:40]=[N:41][C:36]1=2)=[N+](C)C)C.F[P-](F)(F)(F)(F)F.CNC1CC1, predict the reaction product. The product is: [CH:40]1([N:41]([CH3:36])[C:19]([CH:16]2[CH2:15][CH2:14][N:13]([C:8]3[CH:9]=[N:10][CH:11]=[CH:12][C:7]=3[N:5]3[CH:6]=[C:2]([CH3:1])[CH:3]=[N:4]3)[CH2:18][CH2:17]2)=[O:21])[CH2:38][CH2:39]1. (4) Given the reactants [CH3:1][C:2]1(C)[O:7][C:6]2[CH:8]=[CH:9][C:10]([C@@H:12]([OH:39])[CH2:13][NH:14][CH2:15][CH2:16][CH2:17][CH2:18][CH2:19][CH2:20][O:21][CH2:22][CH2:23][CH2:24][CH2:25][C:26]3[CH:27]=[C:28]([N:32]4[C:36](=[O:37])[CH2:35][NH:34][C:33]4=[O:38])[CH:29]=[CH:30][CH:31]=3)=[CH:11][C:5]=2[CH2:4][O:3]1, predict the reaction product. The product is: [C:2]([OH:7])(=[O:3])[CH3:1].[OH:39][C@H:12]([C:10]1[CH:9]=[CH:8][C:6]([OH:7])=[C:5]([CH2:4][OH:3])[CH:11]=1)[CH2:13][NH:14][CH2:15][CH2:16][CH2:17][CH2:18][CH2:19][CH2:20][O:21][CH2:22][CH2:23][CH2:24][CH2:25][C:26]1[CH:27]=[C:28]([N:32]2[C:36](=[O:37])[CH2:35][NH:34][C:33]2=[O:38])[CH:29]=[CH:30][CH:31]=1. (5) Given the reactants [CH3:1][S@:2](=[O:24])([C:18]1[CH:23]=[CH:22][CH:21]=[CH:20][CH:19]=1)=[N:3][C:4](=[O:17])[C:5]1[CH:10]=[C:9]([C:11]#[C:12][Si](C)(C)C)[CH:8]=[N:7][CH:6]=1.I[C:26]1[CH:27]=[C:28]([CH:32]=[CH:33][CH:34]=1)[C:29]([OH:31])=[O:30].C(N(CC)CC)C.[H][H].N#N.[F-].C([N+](CCCC)(CCCC)CCCC)CCC, predict the reaction product. The product is: [CH3:1][S@:2](=[N:3][C:4]([C:5]1[CH:10]=[C:9]([C:11]#[C:12][C:26]2[CH:27]=[C:28]([CH:32]=[CH:33][CH:34]=2)[C:29]([OH:31])=[O:30])[CH:8]=[N:7][CH:6]=1)=[O:17])(=[O:24])[C:18]1[CH:23]=[CH:22][CH:21]=[CH:20][CH:19]=1. (6) Given the reactants [H-].[H-].[H-].[H-].[Li+].[Al+3].[CH2:7]1[CH2:12][CH2:11][CH:10]([C@@H:13]([NH2:17])[C:14](O)=[O:15])[CH2:9][CH2:8]1.O.[OH-].[Na+], predict the reaction product. The product is: [NH2:17][C@H:13]([CH:10]1[CH2:11][CH2:12][CH2:7][CH2:8][CH2:9]1)[CH2:14][OH:15].